Dataset: NCI-60 drug combinations with 297,098 pairs across 59 cell lines. Task: Regression. Given two drug SMILES strings and cell line genomic features, predict the synergy score measuring deviation from expected non-interaction effect. (1) Drug 1: C1=CC(=CC=C1C#N)C(C2=CC=C(C=C2)C#N)N3C=NC=N3. Drug 2: C(CN)CNCCSP(=O)(O)O. Cell line: HL-60(TB). Synergy scores: CSS=-6.94, Synergy_ZIP=6.15, Synergy_Bliss=5.79, Synergy_Loewe=-7.45, Synergy_HSA=-3.62. (2) Drug 1: CNC(=O)C1=NC=CC(=C1)OC2=CC=C(C=C2)NC(=O)NC3=CC(=C(C=C3)Cl)C(F)(F)F. Drug 2: CN1C2=C(C=C(C=C2)N(CCCl)CCCl)N=C1CCCC(=O)O.Cl. Cell line: TK-10. Synergy scores: CSS=-3.61, Synergy_ZIP=6.98, Synergy_Bliss=2.54, Synergy_Loewe=2.93, Synergy_HSA=0.913. (3) Drug 1: CS(=O)(=O)C1=CC(=C(C=C1)C(=O)NC2=CC(=C(C=C2)Cl)C3=CC=CC=N3)Cl. Drug 2: C1=CC=C(C(=C1)C(C2=CC=C(C=C2)Cl)C(Cl)Cl)Cl. Cell line: UACC-257. Synergy scores: CSS=3.18, Synergy_ZIP=-0.140, Synergy_Bliss=1.46, Synergy_Loewe=-0.0746, Synergy_HSA=-0.336. (4) Drug 2: CCC1(C2=C(COC1=O)C(=O)N3CC4=CC5=C(C=CC(=C5CN(C)C)O)N=C4C3=C2)O.Cl. Cell line: TK-10. Drug 1: CC(C)(C#N)C1=CC(=CC(=C1)CN2C=NC=N2)C(C)(C)C#N. Synergy scores: CSS=16.2, Synergy_ZIP=-5.03, Synergy_Bliss=-4.02, Synergy_Loewe=-13.2, Synergy_HSA=-3.28. (5) Cell line: K-562. Drug 2: C1=NC2=C(N=C(N=C2N1C3C(C(C(O3)CO)O)F)Cl)N. Drug 1: CS(=O)(=O)C1=CC(=C(C=C1)C(=O)NC2=CC(=C(C=C2)Cl)C3=CC=CC=N3)Cl. Synergy scores: CSS=40.3, Synergy_ZIP=-0.868, Synergy_Bliss=-0.350, Synergy_Loewe=-25.3, Synergy_HSA=1.87. (6) Drug 1: CCC1=CC2CC(C3=C(CN(C2)C1)C4=CC=CC=C4N3)(C5=C(C=C6C(=C5)C78CCN9C7C(C=CC9)(C(C(C8N6C)(C(=O)OC)O)OC(=O)C)CC)OC)C(=O)OC.C(C(C(=O)O)O)(C(=O)O)O. Drug 2: CC12CCC3C(C1CCC2O)C(CC4=C3C=CC(=C4)O)CCCCCCCCCS(=O)CCCC(C(F)(F)F)(F)F. Cell line: MALME-3M. Synergy scores: CSS=38.2, Synergy_ZIP=6.65, Synergy_Bliss=7.36, Synergy_Loewe=0.962, Synergy_HSA=7.24.